From a dataset of Catalyst prediction with 721,799 reactions and 888 catalyst types from USPTO. Predict which catalyst facilitates the given reaction. (1) Reactant: [NH2:1][C@@H:2]([C:5]([O:7][CH3:8])=[O:6])[CH2:3][OH:4].[C:9](Cl)([C:22]1[CH:27]=[CH:26][CH:25]=[CH:24][CH:23]=1)([C:16]1[CH:21]=[CH:20][CH:19]=[CH:18][CH:17]=1)[C:10]1[CH:15]=[CH:14][CH:13]=[CH:12][CH:11]=1. Product: [OH:4][CH2:3][C@@H:2]([NH:1][C:9]([C:10]1[CH:15]=[CH:14][CH:13]=[CH:12][CH:11]=1)([C:22]1[CH:23]=[CH:24][CH:25]=[CH:26][CH:27]=1)[C:16]1[CH:17]=[CH:18][CH:19]=[CH:20][CH:21]=1)[C:5]([O:7][CH3:8])=[O:6]. The catalyst class is: 2. (2) Reactant: [C:1]([O:5][C:6](=[O:28])[NH:7][C@H:8]([C:10](=O)[NH:11][C:12]1[CH:17]=[CH:16][CH:15]=[CH:14][C:13]=1[NH:18][C:19]1[CH:24]=[CH:23][CH:22]=[C:21]([C:25]#[N:26])[CH:20]=1)[CH3:9])([CH3:4])([CH3:3])[CH3:2]. Product: [C:1]([O:5][C:6](=[O:28])[NH:7][C@H:8]([C:10]1[N:18]([C:19]2[CH:24]=[CH:23][CH:22]=[C:21]([C:25]#[N:26])[CH:20]=2)[C:13]2[CH:14]=[CH:15][CH:16]=[CH:17][C:12]=2[N:11]=1)[CH3:9])([CH3:4])([CH3:3])[CH3:2]. The catalyst class is: 52.